From a dataset of NCI-60 drug combinations with 297,098 pairs across 59 cell lines. Regression. Given two drug SMILES strings and cell line genomic features, predict the synergy score measuring deviation from expected non-interaction effect. (1) Drug 1: CN(C(=O)NC(C=O)C(C(C(CO)O)O)O)N=O. Drug 2: C(CCl)NC(=O)N(CCCl)N=O. Cell line: OVCAR-5. Synergy scores: CSS=47.1, Synergy_ZIP=0.961, Synergy_Bliss=0.0925, Synergy_Loewe=-11.7, Synergy_HSA=0.280. (2) Drug 1: CCCS(=O)(=O)NC1=C(C(=C(C=C1)F)C(=O)C2=CNC3=C2C=C(C=N3)C4=CC=C(C=C4)Cl)F. Drug 2: C1=NC2=C(N=C(N=C2N1C3C(C(C(O3)CO)O)F)Cl)N. Cell line: 786-0. Synergy scores: CSS=34.2, Synergy_ZIP=-0.110, Synergy_Bliss=1.94, Synergy_Loewe=-25.1, Synergy_HSA=2.20. (3) Drug 1: CCC1(CC2CC(C3=C(CCN(C2)C1)C4=CC=CC=C4N3)(C5=C(C=C6C(=C5)C78CCN9C7C(C=CC9)(C(C(C8N6C=O)(C(=O)OC)O)OC(=O)C)CC)OC)C(=O)OC)O.OS(=O)(=O)O. Drug 2: C1=NC(=NC(=O)N1C2C(C(C(O2)CO)O)O)N. Cell line: NCIH23. Synergy scores: CSS=16.9, Synergy_ZIP=-7.57, Synergy_Bliss=-7.09, Synergy_Loewe=-8.92, Synergy_HSA=-4.05. (4) Drug 1: CN(CC1=CN=C2C(=N1)C(=NC(=N2)N)N)C3=CC=C(C=C3)C(=O)NC(CCC(=O)O)C(=O)O. Drug 2: CCC(=C(C1=CC=CC=C1)C2=CC=C(C=C2)OCCN(C)C)C3=CC=CC=C3.C(C(=O)O)C(CC(=O)O)(C(=O)O)O. Cell line: MDA-MB-231. Synergy scores: CSS=-9.87, Synergy_ZIP=6.14, Synergy_Bliss=3.30, Synergy_Loewe=-6.72, Synergy_HSA=-5.97. (5) Drug 1: C1=CC(=CC=C1CC(C(=O)O)N)N(CCCl)CCCl.Cl. Drug 2: C(=O)(N)NO. Cell line: SF-268. Synergy scores: CSS=11.3, Synergy_ZIP=-5.22, Synergy_Bliss=-0.561, Synergy_Loewe=-12.8, Synergy_HSA=-4.16. (6) Synergy scores: CSS=38.8, Synergy_ZIP=7.40, Synergy_Bliss=8.12, Synergy_Loewe=2.73, Synergy_HSA=8.22. Drug 1: C1CCC(CC1)NC(=O)N(CCCl)N=O. Drug 2: CS(=O)(=O)OCCCCOS(=O)(=O)C. Cell line: SF-539. (7) Drug 1: CCCCC(=O)OCC(=O)C1(CC(C2=C(C1)C(=C3C(=C2O)C(=O)C4=C(C3=O)C=CC=C4OC)O)OC5CC(C(C(O5)C)O)NC(=O)C(F)(F)F)O. Drug 2: C1CC(=O)NC(=O)C1N2C(=O)C3=CC=CC=C3C2=O. Cell line: SF-268. Synergy scores: CSS=59.9, Synergy_ZIP=1.25, Synergy_Bliss=1.94, Synergy_Loewe=-12.2, Synergy_HSA=1.99. (8) Drug 1: C1CCN(CC1)CCOC2=CC=C(C=C2)C(=O)C3=C(SC4=C3C=CC(=C4)O)C5=CC=C(C=C5)O. Drug 2: C1CCC(CC1)NC(=O)N(CCCl)N=O. Cell line: RXF 393. Synergy scores: CSS=26.9, Synergy_ZIP=-2.41, Synergy_Bliss=-0.520, Synergy_Loewe=0.944, Synergy_HSA=0.919. (9) Drug 1: CC1=C(C=C(C=C1)C(=O)NC2=CC(=CC(=C2)C(F)(F)F)N3C=C(N=C3)C)NC4=NC=CC(=N4)C5=CN=CC=C5. Drug 2: C#CCC(CC1=CN=C2C(=N1)C(=NC(=N2)N)N)C3=CC=C(C=C3)C(=O)NC(CCC(=O)O)C(=O)O. Cell line: SK-MEL-5. Synergy scores: CSS=51.8, Synergy_ZIP=0.587, Synergy_Bliss=-1.57, Synergy_Loewe=-18.8, Synergy_HSA=0.873. (10) Drug 1: C1CC(=O)NC(=O)C1N2C(=O)C3=CC=CC=C3C2=O. Drug 2: C1CN(P(=O)(OC1)NCCCl)CCCl. Cell line: NCI-H522. Synergy scores: CSS=-2.76, Synergy_ZIP=3.49, Synergy_Bliss=4.66, Synergy_Loewe=-3.87, Synergy_HSA=-1.24.